Dataset: Reaction yield outcomes from USPTO patents with 853,638 reactions. Task: Predict the reaction yield, written as a fraction of the theoretical maximum amount of product (1.0 means a 100% yield; for example, 0.34 means a 34% yield). (1) The reactants are [Cl:1][C:2]1[C:3]([N:8]2[CH2:13][CH2:12][N:11](C(OC(C)(C)C)=O)[CH2:10][CH2:9]2)=[N:4][CH:5]=[CH:6][CH:7]=1.C(O)(C(F)(F)F)=O.ClC(Cl)C. The catalyst is ClCCl. The product is [Cl:1][C:2]1[C:3]([N:8]2[CH2:9][CH2:10][NH:11][CH2:12][CH2:13]2)=[N:4][CH:5]=[CH:6][CH:7]=1. The yield is 1.00. (2) The reactants are [H-].[Na+].[OH:3][C:4]1[CH:5]=[C:6]2[C:10](=[CH:11][CH:12]=1)[N:9]([CH2:13][CH2:14][CH2:15][CH2:16][CH3:17])[CH:8]=[C:7]2[C:18]([C:20]1[C:29]2[C:24](=[CH:25][CH:26]=[CH:27][CH:28]=2)[CH:23]=[CH:22][CH:21]=1)=[O:19].Br[CH2:31][C:32]([O:34][C:35]([CH3:38])([CH3:37])[CH3:36])=[O:33]. The catalyst is CN(C=O)C. The product is [C:35]([O:34][C:32]([CH2:31][O:3][C:4]1[CH:5]=[C:6]2[C:10](=[CH:11][CH:12]=1)[N:9]([CH2:13][CH2:14][CH2:15][CH2:16][CH3:17])[CH:8]=[C:7]2[C:18]([C:20]1[C:29]2[C:24](=[CH:25][CH:26]=[CH:27][CH:28]=2)[CH:23]=[CH:22][CH:21]=1)=[O:19])=[O:33])([CH3:38])([CH3:37])[CH3:36]. The yield is 0.720. (3) The catalyst is CN(C=O)C. The product is [Br:1][C:2]1[CH:9]=[C:8]([Br:10])[C:7]([O:11][C:13]2[CH:18]=[CH:17][C:16]([N+:19]([O-:21])=[O:20])=[CH:15][C:14]=2[F:22])=[CH:6][C:3]=1[CH:4]=[O:5]. The yield is 0.706. The reactants are [Br:1][C:2]1[CH:9]=[C:8]([Br:10])[C:7]([OH:11])=[CH:6][C:3]=1[CH:4]=[O:5].F[C:13]1[CH:18]=[CH:17][C:16]([N+:19]([O-:21])=[O:20])=[CH:15][C:14]=1[F:22].C(=O)([O-])[O-].[K+].[K+]. (4) The reactants are CC[O:3][C:4]([CH2:6][C:7]([CH2:9][C:10](OCC)=O)=[O:8])=O.C(OC(=O)C)(=O)C.[CH:22]([O:29]CC)([O:26][CH2:27][CH3:28])OCC.[NH3:32].Cl. No catalyst specified. The product is [OH:8][C:7]1[C:9]([C:22]([O:26][CH2:27][CH3:28])=[O:29])=[CH:10][N:32]=[C:4]([OH:3])[CH:6]=1. The yield is 0.828. (5) The reactants are Br[C:2]1[C:3]([N:22]2[CH2:27][CH2:26][CH:25]([C:28]3[O:32][N:31]=[C:30]([CH:33]([CH3:35])[CH3:34])[N:29]=3)[CH2:24][CH2:23]2)=[C:4]([C@H:10]([O:17][C:18]([CH3:21])([CH3:20])[CH3:19])[C:11]([O:13][CH:14]([CH3:16])[CH3:15])=[O:12])[C:5]([CH3:9])=[N:6][C:7]=1[CH3:8].[F:36][C:37]1[CH:62]=[CH:61][C:40]([CH2:41][CH2:42][O:43][C:44]2[CH:49]=[CH:48][C:47](B3OC(=O)CN(C)CC(=O)O3)=[CH:46][CH:45]=2)=[CH:39][CH:38]=1.C1(P(C2CCCCC2)C2C=CC=CC=2C2C(OC)=CC=CC=2OC)CCCCC1.[O-]P([O-])([O-])=O.[K+].[K+].[K+]. The product is [C:18]([O:17][C@@H:10]([C:4]1[C:5]([CH3:9])=[N:6][C:7]([CH3:8])=[C:2]([C:47]2[CH:46]=[CH:45][C:44]([O:43][CH2:42][CH2:41][C:40]3[CH:39]=[CH:38][C:37]([F:36])=[CH:62][CH:61]=3)=[CH:49][CH:48]=2)[C:3]=1[N:22]1[CH2:27][CH2:26][CH:25]([C:28]2[O:32][N:31]=[C:30]([CH:33]([CH3:35])[CH3:34])[N:29]=2)[CH2:24][CH2:23]1)[C:11]([O:13][CH:14]([CH3:16])[CH3:15])=[O:12])([CH3:20])([CH3:21])[CH3:19]. The catalyst is O1CCOCC1.O.CCOC(C)=O.C(O[Pd]OC(=O)C)(=O)C. The yield is 0.184. (6) No catalyst specified. The reactants are Cl[C:2]1[N:7]=[C:6]([CH:8]([CH:11]2[N:15]([CH2:16][CH3:17])[C:14]3[CH:18]=[CH:19][CH:20]=[CH:21][C:13]=3[NH:12]2)[C:9]#[N:10])[CH:5]=[CH:4][N:3]=1.[CH:22]1([NH2:27])[CH2:26][CH2:25][CH2:24][CH2:23]1. The yield is 0.750. The product is [CH:22]1([NH:27][C:2]2[N:7]=[C:6]([CH:8]([C:11]3[N:15]([CH2:16][CH3:17])[C:14]4[CH:18]=[CH:19][CH:20]=[CH:21][C:13]=4[N:12]=3)[C:9]#[N:10])[CH:5]=[CH:4][N:3]=2)[CH2:26][CH2:25][CH2:24][CH2:23]1. (7) The reactants are [Cl:1][C:2]1[CH:7]=[C:6]([N+:8]([O-:10])=[O:9])[CH:5]=[C:4]([Cl:11])[C:3]=1I.[F:13][C:14]1[CH:19]=[CH:18][C:17](B(O)O)=[CH:16][CH:15]=1.C(=O)([O-])[O-].[Na+].[Na+]. The catalyst is CO.ClCCl.C1C=CC(P(C2C=CC=CC=2)C2C=CC=CC=2)=CC=1.C1C=CC(P(C2C=CC=CC=2)C2C=CC=CC=2)=CC=1.Cl[Pd]Cl. The product is [Cl:1][C:2]1[CH:7]=[C:6]([N+:8]([O-:10])=[O:9])[CH:5]=[C:4]([Cl:11])[C:3]=1[C:17]1[CH:18]=[CH:19][C:14]([F:13])=[CH:15][CH:16]=1. The yield is 0.590.